This data is from Reaction yield outcomes from USPTO patents with 853,638 reactions. The task is: Predict the reaction yield, written as a fraction of the theoretical maximum amount of product (1.0 means a 100% yield; for example, 0.34 means a 34% yield). (1) The product is [NH2:41][CH2:40][CH2:39][CH2:38][CH2:37][CH:36]([NH:35][C:16]([C:14]1[CH:13]=[CH:12][C:11]2[N:7]([CH:1]3[CH2:6][CH2:5][CH2:4][CH2:3][CH2:2]3)[C:8]([C:19]3[CH:20]=[C:21]4[C:26](=[CH:27][CH:28]=3)[N:25]=[C:24]([C:29]3[CH:34]=[CH:33][CH:32]=[CH:31][CH:30]=3)[CH:23]=[CH:22]4)=[N:9][C:10]=2[CH:15]=1)=[O:17])[C:49]([OH:51])=[O:50]. The yield is 0.150. No catalyst specified. The reactants are [CH:1]1([N:7]2[C:11]3[CH:12]=[CH:13][C:14]([C:16](O)=[O:17])=[CH:15][C:10]=3[N:9]=[C:8]2[C:19]2[CH:20]=[C:21]3[C:26](=[CH:27][CH:28]=2)[N:25]=[C:24]([C:29]2[CH:34]=[CH:33][CH:32]=[CH:31][CH:30]=2)[CH:23]=[CH:22]3)[CH2:6][CH2:5][CH2:4][CH2:3][CH2:2]1.[NH2:35][C@H:36]([C:49]([O:51]C(C)(C)C)=[O:50])[CH2:37][CH2:38][CH2:39][CH2:40][NH:41]C(OC(C)(C)C)=O.C(O)(C(F)(F)F)=O.C1(OC)C=CC=CC=1. (2) The reactants are [NH:1]1[CH2:6][CH2:5][CH2:4][CH2:3][CH:2]1[CH2:7][CH2:8][O:9][C:10]1[CH:19]=[C:18]2[C:13]([C:14](=O)[NH:15][CH:16]=[N:17]2)=[CH:12][CH:11]=1.O=P(Cl)(Cl)[Cl:23]. No catalyst specified. The product is [Cl:23][C:14]1[C:13]2[C:18](=[CH:19][C:10]([O:9][CH2:8][CH2:7][CH:2]3[CH2:3][CH2:4][CH2:5][CH2:6][NH:1]3)=[CH:11][CH:12]=2)[N:17]=[CH:16][N:15]=1. The yield is 0.950. (3) The reactants are [N+:1]([C:4]1[CH:9]=[CH:8][C:7]([CH:10]=[CH:11][C:12]2[CH:17]=[CH:16][N:15]=[CH:14][CH:13]=2)=[CH:6][CH:5]=1)([O-])=O.[H][H]. The catalyst is [Pd].CCOC(C)=O. The product is [N:15]1[CH:16]=[CH:17][C:12]([CH2:11][CH2:10][C:7]2[CH:6]=[CH:5][C:4]([NH2:1])=[CH:9][CH:8]=2)=[CH:13][CH:14]=1. The yield is 1.00. (4) The reactants are [CH:1]([C:3]1[C:11]2[O:10][C:9]([C:12]([O-:14])=[O:13])=[CH:8][C:7]=2[C:6]([O:15][CH3:16])=[CH:5][CH:4]=1)=[O:2].C(=O)([O-])[O-].[Na+].[Na+]. The catalyst is O. The product is [CH:1]([C:3]1[C:11]2[O:10][C:9]([C:12]([OH:14])=[O:13])=[CH:8][C:7]=2[C:6]([O:15][CH3:16])=[CH:5][CH:4]=1)=[O:2]. The yield is 0.740. (5) The reactants are [CH3:1][C:2]1([CH3:29])[O:7][CH2:6][C:5]([CH2:10][O:11][Si:12]([C:25]([CH3:28])([CH3:27])[CH3:26])([C:19]2[CH:24]=[CH:23][CH:22]=[CH:21][CH:20]=2)[C:13]2[CH:18]=[CH:17][CH:16]=[CH:15][CH:14]=2)([CH2:8]O)[CH2:4][O:3]1.[C:30]1(C)[CH:35]=[C:34]([S:36](CCl)(=[O:38])=[O:37])[CH:33]=[CH:32][CH:31]=1.[CH2:42](Cl)Cl. The catalyst is CN(C1C=CN=CC=1)C. The product is [CH3:29][C:2]1([CH3:1])[O:7][CH2:6][C:5]([CH2:10][O:11][Si:12]([C:25]([CH3:27])([CH3:26])[CH3:28])([C:13]2[CH:18]=[CH:17][CH:16]=[CH:15][CH:14]=2)[C:19]2[CH:24]=[CH:23][CH:22]=[CH:21][CH:20]=2)([CH2:8][S:36]([C:34]2[C:33]([CH3:42])=[CH:32][CH:31]=[CH:30][CH:35]=2)(=[O:37])=[O:38])[CH2:4][O:3]1. The yield is 0.780. (6) The reactants are C([O:5][C:6](=[O:29])[C:7]1[CH:12]=[C:11]([S:13](=[O:16])(=[O:15])[NH2:14])[C:10]([O:17][C:18]2[CH:23]=[CH:22][CH:21]=[CH:20][CH:19]=2)=[C:9]([NH:24][CH2:25][CH2:26][CH2:27][CH3:28])[CH:8]=1)CCC.[OH-].[Na+]. No catalyst specified. The product is [CH2:25]([NH:24][C:9]1[CH:8]=[C:7]([CH:12]=[C:11]([S:13](=[O:16])(=[O:15])[NH2:14])[C:10]=1[O:17][C:18]1[CH:19]=[CH:20][CH:21]=[CH:22][CH:23]=1)[C:6]([OH:29])=[O:5])[CH2:26][CH2:27][CH3:28]. The yield is 0.870. (7) The reactants are [F:1][C:2]1([F:17])[O:6][C:5]2[CH:7]=[CH:8][C:9]([C:11]3([C:14](O)=[O:15])[CH2:13][CH2:12]3)=[CH:10][C:4]=2[O:3]1.S(Cl)([Cl:20])=O. The catalyst is CN(C)C=O. The product is [F:1][C:2]1([F:17])[O:6][C:5]2[CH:7]=[CH:8][C:9]([C:11]3([C:14]([Cl:20])=[O:15])[CH2:13][CH2:12]3)=[CH:10][C:4]=2[O:3]1. The yield is 0.830. (8) The reactants are Br[C:2]1[CH:3]=[C:4]([N:8]([CH2:16][C:17]2[CH:22]=[CH:21][CH:20]=[C:19]([O:23][C:24]([F:27])([F:26])[F:25])[CH:18]=2)[CH2:9][CH:10]([OH:15])[C:11]([F:14])([F:13])[F:12])[CH:5]=[CH:6][CH:7]=1.[OH:28][C:29]1[CH:30]=[CH:31][C:32]([CH3:35])=[N:33][CH:34]=1.C([O-])([O-])=O.[Cs+].[Cs+]. The catalyst is CC(N(C)C)=O. The product is [CH3:35][C:32]1[CH:31]=[CH:30][C:29]([O:28][C:2]2[CH:3]=[C:4]([N:8]([CH2:16][C:17]3[CH:22]=[CH:21][CH:20]=[C:19]([O:23][C:24]([F:27])([F:26])[F:25])[CH:18]=3)[CH2:9][CH:10]([OH:15])[C:11]([F:14])([F:13])[F:12])[CH:5]=[CH:6][CH:7]=2)=[CH:34][N:33]=1. The yield is 0.610. (9) The reactants are [N+:1]([C:4]1[CH:21]=[CH:20][C:7]([CH2:8][O:9][C:10](=[O:19])[CH2:11][C:12]2[CH:17]=[CH:16][CH:15]=[CH:14][C:13]=2[CH3:18])=[CH:6][CH:5]=1)([O-:3])=[O:2].[Cl:22][S:23](O)(=[O:25])=[O:24]. The catalyst is C(Cl)(Cl)Cl. The product is [N+:1]([C:4]1[CH:5]=[CH:6][C:7]([CH2:8][O:9][C:10](=[O:19])[CH2:11][C:12]2[CH:17]=[C:16]([S:23]([Cl:22])(=[O:25])=[O:24])[CH:15]=[CH:14][C:13]=2[CH3:18])=[CH:20][CH:21]=1)([O-:3])=[O:2]. The yield is 0.270. (10) The catalyst is O.CC(C)=O.[N+]([O-])([O-])=O.[Ag+]. The product is [OH:26][CH2:24][C:25]1[CH:13]=[CH:12][C:11]2[O:10][C:9]3[C:18]4=[C:5]([C:3](=[O:2])[NH:22][N:23]=[C:17]4[C:16]=2[CH:15]=1)[CH:6]=[CH:7][CH:8]=3. The yield is 0.950. The reactants are C[O:2][C:3]([C:5]1[C:18]2[C:17](=O)[C:16]3[C:11](=[CH:12][CH:13]=C(CBr)[CH:15]=3)[O:10][C:9]=2[CH:8]=[CH:7][CH:6]=1)=O.[NH2:22][NH2:23].[CH2:24]([OH:26])[CH3:25].